From a dataset of Peptide-MHC class II binding affinity with 134,281 pairs from IEDB. Regression. Given a peptide amino acid sequence and an MHC pseudo amino acid sequence, predict their binding affinity value. This is MHC class II binding data. (1) The binding affinity (normalized) is 0.484. The peptide sequence is FNIQYVNYWFAPGAA. The MHC is DRB1_0101 with pseudo-sequence DRB1_0101. (2) The peptide sequence is GFKAAVAAAASVP. The MHC is HLA-DQA10101-DQB10501 with pseudo-sequence HLA-DQA10101-DQB10501. The binding affinity (normalized) is 0.0806. (3) The peptide sequence is DQYKDLCHMHTGVVV. The MHC is DRB4_0101 with pseudo-sequence DRB4_0103. The binding affinity (normalized) is 0.131.